From a dataset of Catalyst prediction with 721,799 reactions and 888 catalyst types from USPTO. Predict which catalyst facilitates the given reaction. (1) Reactant: [F:1][C:2]1[CH:3]=[C:4]([C:15]23[CH2:22][CH2:21][C:18]([CH2:23]I)([CH2:19][CH2:20]2)[CH2:17][O:16]3)[CH:5]=[C:6]([O:8][CH:9]2[CH2:14][CH2:13][CH2:12][CH2:11][O:10]2)[CH:7]=1.C1OCCOCCOCCOCCOCCOC1.[C-:43]#[N:44].[Na+]. Product: [F:1][C:2]1[CH:3]=[C:4]([C:15]23[CH2:22][CH2:21][C:18]([CH2:23][C:43]#[N:44])([CH2:19][CH2:20]2)[CH2:17][O:16]3)[CH:5]=[C:6]([O:8][CH:9]2[CH2:14][CH2:13][CH2:12][CH2:11][O:10]2)[CH:7]=1. The catalyst class is: 3. (2) Reactant: [C:1]12([CH2:11][OH:12])[CH2:10][CH:5]3[CH2:6][CH:7]([CH2:9][CH:3]([CH2:4]3)[CH2:2]1)[CH2:8]2.CC(C)([O-])C.[K+].[Br:19][C:20]1[CH:21]=[N:22][CH:23]=[CH:24][C:25]=1Cl. Product: [C:1]12([CH2:11][O:12][C:25]3[CH:24]=[CH:23][N:22]=[CH:21][C:20]=3[Br:19])[CH2:8][CH:7]3[CH2:6][CH:5]([CH2:4][CH:3]([CH2:9]3)[CH2:2]1)[CH2:10]2. The catalyst class is: 16. (3) Reactant: C1COCC1.C([O:8][C:9]([C:11]1[C:12]([C:22]([F:25])([F:24])[F:23])=[N:13][N:14]([CH:16]2[CH2:21][CH2:20][CH2:19][CH2:18][CH2:17]2)[CH:15]=1)=O)C.[H-].[Al+3].[Li+].[H-].[H-].[H-].[OH-].[Na+]. Product: [CH:16]1([N:14]2[CH:15]=[C:11]([CH2:9][OH:8])[C:12]([C:22]([F:24])([F:25])[F:23])=[N:13]2)[CH2:17][CH2:18][CH2:19][CH2:20][CH2:21]1. The catalyst class is: 6. (4) Reactant: Cl[C:2]1[N:10]=[C:9]2[C:5]([NH:6][CH:7]=[N:8]2)=[C:4](Cl)[N:3]=1.C(OCC)(=O)C.O1C=CCCC1.N1CCNCC1. Product: [N:3]1[CH:4]=[C:5]2[C:9]([N:8]=[CH:7][NH:6]2)=[N:10][CH:2]=1. The catalyst class is: 66. (5) Reactant: [C:1]([O:5][C:6](=[O:26])[C:7]([S:10][C:11]1[S:12][CH:13]=[C:14]([CH2:16][CH2:17][O:18][C:19]2[CH:24]=[CH:23][C:22](Br)=[CH:21][CH:20]=2)[N:15]=1)([CH3:9])[CH3:8])([CH3:4])([CH3:3])[CH3:2].[C:27]1([N:33]2[CH2:38][CH2:37][NH:36][CH2:35][CH2:34]2)[CH:32]=[CH:31][CH:30]=[CH:29][CH:28]=1.CC(C)([O-])C.[Na+].C(P(C(C)(C)C)C1C=CC=CC=1C1C=CC=CC=1)(C)(C)C. Product: [C:1]([O:5][C:6](=[O:26])[C:7]([CH3:9])([S:10][C:11]1[S:12][CH:13]=[C:14]([CH2:16][CH2:17][O:18][C:19]2[CH:24]=[CH:23][C:22]([N:36]3[CH2:37][CH2:38][N:33]([C:27]4[CH:32]=[CH:31][CH:30]=[CH:29][CH:28]=4)[CH2:34][CH2:35]3)=[CH:21][CH:20]=2)[N:15]=1)[CH3:8])([CH3:4])([CH3:3])[CH3:2]. The catalyst class is: 491. (6) Reactant: [F:1][C:2]([F:32])([F:31])[C:3]1[CH:4]=[C:5]([C@H:13]2[O:17][C:16](=[O:18])[N:15]([CH2:19][C:20]3[CH:25]=[C:24]([N+:26]([O-])=O)[CH:23]=[CH:22][C:21]=3[Br:29])[C@H:14]2[CH3:30])[CH:6]=[C:7]([C:9]([F:12])([F:11])[F:10])[CH:8]=1.[Sn](Cl)Cl.C(O)C. Product: [NH2:26][C:24]1[CH:23]=[CH:22][C:21]([Br:29])=[C:20]([CH:25]=1)[CH2:19][N:15]1[C@@H:14]([CH3:30])[C@@H:13]([C:5]2[CH:6]=[C:7]([C:9]([F:10])([F:11])[F:12])[CH:8]=[C:3]([C:2]([F:31])([F:32])[F:1])[CH:4]=2)[O:17][C:16]1=[O:18]. The catalyst class is: 6. (7) Reactant: CO.[CH2:3]([O:6][CH2:7][C@H:8]([NH:13]C(=O)C(F)(F)F)[CH2:9][CH:10]([CH3:12])[CH3:11])[CH:4]=[CH2:5].C(=O)([O-])[O-].[K+].[K+]. Product: [CH2:3]([O:6][CH2:7][C@H:8]([NH2:13])[CH2:9][CH:10]([CH3:11])[CH3:12])[CH:4]=[CH2:5]. The catalyst class is: 6.